Task: Predict the product of the given reaction.. Dataset: Forward reaction prediction with 1.9M reactions from USPTO patents (1976-2016) (1) Given the reactants [H-].[Na+].[CH3:3][O:4][C:5]1[C:21]([O:22][CH3:23])=[C:20]([O:24][CH3:25])[CH:19]=[C:18]([CH3:26])[C:6]=1[C:7]([C:9]1[C:10](F)=[N:11][CH:12]=[C:13]([CH3:16])[C:14]=1[CH3:15])=[O:8].[OH2:27].Cl.[CH3:29]O, predict the reaction product. The product is: [CH3:3][O:4][C:5]1[C:21]([O:22][CH3:23])=[C:20]([O:24][CH3:25])[CH:19]=[C:18]([CH3:26])[C:6]=1[C:7]([C:9]1[C:10]([O:27][CH3:29])=[N:11][CH:12]=[C:13]([CH3:16])[C:14]=1[CH3:15])=[O:8]. (2) Given the reactants [F:1][C:2]1[C:7]([F:8])=[CH:6][CH:5]=[CH:4][C:3]=1[CH2:9][S:10][C:11]1[N:16]=[C:15]([NH:17][S:18]([N:21]2[CH2:24][CH2:23][CH2:22]2)(=[O:20])=[O:19])[CH:14]=[C:13]([O:25][CH:26]2[CH2:31][O:30]C(C3C=CC=CC=3)[O:28][CH2:27]2)[N:12]=1.O.C1(C)C=CC(S([O-])(=O)=O)=CC=1.[NH+]1C=CC=CC=1, predict the reaction product. The product is: [F:1][C:2]1[C:7]([F:8])=[CH:6][CH:5]=[CH:4][C:3]=1[CH2:9][S:10][C:11]1[N:16]=[C:15]([NH:17][S:18]([N:21]2[CH2:24][CH2:23][CH2:22]2)(=[O:20])=[O:19])[CH:14]=[C:13]([O:25][CH:26]([CH2:27][OH:28])[CH2:31][OH:30])[N:12]=1. (3) Given the reactants C([O:9][CH2:10][CH2:11][N:12]1[C:20]2[C:19](Cl)=[N:18][CH:17]=[N:16][C:15]=2[CH:14]=[CH:13]1)(=O)C1C=CC=CC=1.[NH2:22][C:23]1[CH:42]=[CH:41][C:26]([O:27][C:28]2[CH:29]=[CH:30][C:31]([C:34]([NH:36][C:37]([CH3:40])([CH3:39])[CH3:38])=[O:35])=[N:32][CH:33]=2)=[C:25]([Cl:43])[CH:24]=1.Cl.N1C=CC=CC=1.[OH-].[Na+].[Cl-].[NH4+], predict the reaction product. The product is: [C:37]([NH:36][C:34]([C:31]1[CH:30]=[CH:29][C:28]([O:27][C:26]2[CH:41]=[CH:42][C:23]([NH:22][C:19]3[C:20]4[N:12]([CH2:11][CH2:10][OH:9])[CH:13]=[CH:14][C:15]=4[N:16]=[CH:17][N:18]=3)=[CH:24][C:25]=2[Cl:43])=[CH:33][N:32]=1)=[O:35])([CH3:40])([CH3:38])[CH3:39]. (4) Given the reactants [CH3:1][O:2][C:3]1[CH:4]=[CH:5][C:6]2[O:11][CH2:10][CH2:9][NH:8][C:7]=2[CH:12]=1.[Cl:13][C:14]1[CH:19]=[C:18]([Cl:20])[CH:17]=[CH:16][C:15]=1I.C(=O)([O-])[O-].[Cs+].[Cs+].O, predict the reaction product. The product is: [Cl:13][C:14]1[CH:19]=[C:18]([Cl:20])[CH:17]=[CH:16][C:15]=1[N:8]1[C:7]2[CH:12]=[C:3]([O:2][CH3:1])[CH:4]=[CH:5][C:6]=2[O:11][CH2:10][CH2:9]1.